From a dataset of Reaction yield outcomes from USPTO patents with 853,638 reactions. Predict the reaction yield, written as a fraction of the theoretical maximum amount of product (1.0 means a 100% yield; for example, 0.34 means a 34% yield). The reactants are [Cl:1][C:2]1[CH:3]=[C:4]([N:10]2[CH:18]([CH:19]3[CH2:23][CH2:22][CH2:21][CH2:20]3)[CH:17]3[C:12]([C:13]4[CH:27]=[CH:26][C:25]([C:28]([OH:30])=[O:29])=[CH:24][C:14]=4[CH2:15][CH2:16]3)=[N:11]2)[CH:5]=[CH:6][C:7]=1[C:8]#[N:9].[CH:31]1([CH2:37]O)[CH2:36][CH2:35][CH2:34][CH2:33][CH2:32]1. No catalyst specified. The product is [Cl:1][C:2]1[CH:3]=[C:4]([N:10]2[CH:18]([CH:19]3[CH2:20][CH2:21][CH2:22][CH2:23]3)[CH:17]3[C:12]([C:13]4[CH:27]=[CH:26][C:25]([C:28]([O:30][CH2:37][CH:31]5[CH2:36][CH2:35][CH2:34][CH2:33][CH2:32]5)=[O:29])=[CH:24][C:14]=4[CH2:15][CH2:16]3)=[N:11]2)[CH:5]=[CH:6][C:7]=1[C:8]#[N:9]. The yield is 0.670.